Dataset: Forward reaction prediction with 1.9M reactions from USPTO patents (1976-2016). Task: Predict the product of the given reaction. (1) Given the reactants [OH:1][C:2]1([C:10]#[N:11])[CH2:7][CH2:6][N:5]([O:8][CH3:9])[CH2:4][CH2:3]1.CN(C)C1C=CN=CC=1.CN(C1C=CN=CC=1)C.[CH3:30][C:31]1[CH:36]=[C:35]([CH3:37])[CH:34]=[C:33]([CH3:38])[C:32]=1[CH2:39][C:40](Cl)=[O:41].O, predict the reaction product. The product is: [C:10]([C:2]1([O:1][C:40](=[O:41])[CH2:39][C:32]2[C:31]([CH3:30])=[CH:36][C:35]([CH3:37])=[CH:34][C:33]=2[CH3:38])[CH2:3][CH2:4][N:5]([O:8][CH3:9])[CH2:6][CH2:7]1)#[N:11]. (2) Given the reactants CC[N:3](C(C)C)[CH:4]([CH3:6])[CH3:5].ClC(Cl)(O[C:14](=[O:20])OC(Cl)(Cl)Cl)Cl.[CH3:22][C:23]1[N:28]=[CH:27][C:26]([C:29]2[CH:30]=[CH:31][C:32]3[N:38]4[CH2:39][C@H:35]([CH2:36][CH2:37]4)[NH:34][C:33]=3[N:40]=2)=[CH:25][CH:24]=1.CC(N)C, predict the reaction product. The product is: [CH:4]([NH:3][C:14]([N:34]1[C@@H:35]2[CH2:39][N:38]([CH2:37][CH2:36]2)[C:32]2[CH:31]=[CH:30][C:29]([C:26]3[CH:27]=[N:28][C:23]([CH3:22])=[CH:24][CH:25]=3)=[N:40][C:33]1=2)=[O:20])([CH3:6])[CH3:5].